Dataset: TCR-epitope binding with 47,182 pairs between 192 epitopes and 23,139 TCRs. Task: Binary Classification. Given a T-cell receptor sequence (or CDR3 region) and an epitope sequence, predict whether binding occurs between them. (1) The epitope is DATYQRTRALVR. The TCR CDR3 sequence is CSVEEGLQTGELFF. Result: 1 (the TCR binds to the epitope). (2) The epitope is FTISVTTEIL. Result: 1 (the TCR binds to the epitope). The TCR CDR3 sequence is CASSLDRTTNYGYTF. (3) The epitope is YLQPRTFLL. The TCR CDR3 sequence is CSARDQAAQNTGELFF. Result: 1 (the TCR binds to the epitope). (4) The epitope is IVDTVSALV. The TCR CDR3 sequence is CASPTHFLKNTGELFF. Result: 0 (the TCR does not bind to the epitope). (5) The epitope is HSKKKCDEL. The TCR CDR3 sequence is CASSYPRLAAFSEQFF. Result: 0 (the TCR does not bind to the epitope). (6) The epitope is GILGFVFTL. The TCR CDR3 sequence is CASSFGQVEAFF. Result: 0 (the TCR does not bind to the epitope).